From a dataset of Full USPTO retrosynthesis dataset with 1.9M reactions from patents (1976-2016). Predict the reactants needed to synthesize the given product. (1) The reactants are: [CH3:1][O:2][C:3](=[O:14])[C:4]1[CH:9]=[CH:8][C:7]([N+:10]([O-:12])=[O:11])=[C:6]([CH3:13])[CH:5]=1.C[O:16]C(OC)N(C)C.I([O-])(=O)(=O)=O.[Na+]. Given the product [CH3:1][O:2][C:3](=[O:14])[C:4]1[CH:9]=[CH:8][C:7]([N+:10]([O-:12])=[O:11])=[C:6]([CH:13]=[O:16])[CH:5]=1, predict the reactants needed to synthesize it. (2) Given the product [CH3:32][O:33][CH2:34][C@@H:35]([N:42]([CH2:43][C:44]1([C:47]([O:49][CH3:50])=[O:48])[CH2:45][CH2:46]1)[C:21]([C@@H:20]1[CH2:19][C:18]2[C:13](=[CH:14][CH:15]=[CH:16][CH:17]=2)[CH2:12][N:11]1[C:9]([O:8][CH2:1][C:2]1[CH:7]=[CH:6][CH:5]=[CH:4][CH:3]=1)=[O:10])=[O:22])[C:36]1[CH:41]=[CH:40][CH:39]=[CH:38][CH:37]=1, predict the reactants needed to synthesize it. The reactants are: [CH2:1]([O:8][C:9]([N:11]1[C@H:20]([C:21](O)=[O:22])[CH2:19][C:18]2[C:13](=[CH:14][CH:15]=[CH:16][CH:17]=2)[CH2:12]1)=[O:10])[C:2]1[CH:7]=[CH:6][CH:5]=[CH:4][CH:3]=1.ClC(N(C)C)=C(C)C.[CH3:32][O:33][CH2:34][C@@H:35]([NH:42][CH2:43][C:44]1([C:47]([O:49][CH3:50])=[O:48])[CH2:46][CH2:45]1)[C:36]1[CH:41]=[CH:40][CH:39]=[CH:38][CH:37]=1.CCN(C(C)C)C(C)C. (3) Given the product [Cl:1][C:2]1[CH:7]=[C:6]([N+:8]([O-:10])=[O:9])[CH:5]=[C:4]([Cl:11])[C:3]=1[S:13][C:14]1[CH:21]=[CH:20][C:17]([C:18]#[N:19])=[CH:16][CH:15]=1, predict the reactants needed to synthesize it. The reactants are: [Cl:1][C:2]1[CH:7]=[C:6]([N+:8]([O-:10])=[O:9])[CH:5]=[C:4]([Cl:11])[C:3]=1F.[SH:13][C:14]1[CH:21]=[CH:20][C:17]([C:18]#[N:19])=[CH:16][CH:15]=1.C(=O)([O-])[O-].[K+].[K+].CN(C)C=O.